Dataset: Full USPTO retrosynthesis dataset with 1.9M reactions from patents (1976-2016). Task: Predict the reactants needed to synthesize the given product. (1) Given the product [Br:1][C:2]1[C:3]([O:10][CH3:11])=[C:4]([CH:7]=[CH:8][CH:9]=1)[CH:5]=[O:6], predict the reactants needed to synthesize it. The reactants are: [Br:1][C:2]1[C:3]([OH:10])=[C:4]([CH:7]=[CH:8][CH:9]=1)[CH:5]=[O:6].[C:11](=O)([O-])[O-].[K+].[K+].IC.Cl. (2) Given the product [C:1]([O:5][C:6]([N:8]1[C:12]2=[C:13]([NH2:28])[C:14]([NH:19][C:20]3[CH:25]=[CH:24][C:23]([I:26])=[CH:22][C:21]=3[F:27])=[C:15]([CH3:18])[C:16](=[O:17])[N:11]2[CH2:10][CH2:9]1)=[O:7])([CH3:2])([CH3:3])[CH3:4], predict the reactants needed to synthesize it. The reactants are: [C:1]([O:5][C:6]([N:8]1[C:12]2=[C:13]([N+:28]([O-])=O)[C:14]([NH:19][C:20]3[CH:25]=[CH:24][C:23]([I:26])=[CH:22][C:21]=3[F:27])=[C:15]([CH3:18])[C:16](=[O:17])[N:11]2[CH2:10][CH2:9]1)=[O:7])([CH3:4])([CH3:3])[CH3:2].[NH4+].[Cl-].C(OC(=O)C)C. (3) Given the product [CH2:13]([C:15]1[C:20]([OH:21])=[CH:19][C:18]([OH:26])=[C:17]([C:31]2[CH:36]=[CH:35][CH:34]=[C:33]([CH3:37])[CH:32]=2)[C:16]=1[CH2:38][CH2:39][O:40][CH3:41])[CH3:14], predict the reactants needed to synthesize it. The reactants are: C(Cl)(=O)OC.C(N(CC)CC)C.[CH2:13]([C:15]1[C:20]([O:21]C(OC)=O)=[CH:19][C:18]([O:26]C(OC)=O)=[C:17]([C:31]2[CH:36]=[CH:35][CH:34]=[C:33]([CH3:37])[CH:32]=2)[C:16]=1[CH2:38][CH2:39][O:40][CH3:41])[CH3:14].[BH4-].[Na+].N. (4) Given the product [Br:1][C:2]1[C:3]2[N:4]([C:16](=[O:19])[N:17]([CH2:27][C:28]3[CH:35]=[CH:34][C:31]([C:32]#[N:33])=[CH:30][N:29]=3)[N:18]=2)[C:5]([CH3:15])=[CH:6][C:7]=1[C:8]1[CH:9]=[CH:10][C:11]([Cl:14])=[CH:12][CH:13]=1, predict the reactants needed to synthesize it. The reactants are: [Br:1][C:2]1[C:3]2[N:4]([C:16](=[O:19])[NH:17][N:18]=2)[C:5]([CH3:15])=[CH:6][C:7]=1[C:8]1[CH:13]=[CH:12][C:11]([Cl:14])=[CH:10][CH:9]=1.C([O-])([O-])=O.[K+].[K+].Cl[CH2:27][C:28]1[CH:35]=[CH:34][C:31]([C:32]#[N:33])=[CH:30][N:29]=1.O. (5) Given the product [CH2:1]([C:8]1[C:9](=[O:18])[NH:10][C:11]2[C:16]([N:17]=1)=[CH:15][CH:14]=[CH:13][CH:12]=2)[C:2]1[CH:3]=[CH:4][CH:5]=[CH:6][CH:7]=1, predict the reactants needed to synthesize it. The reactants are: [CH2:1]([C@@H:8]1[NH:17][C:16]2[C:11](=[CH:12][CH:13]=[CH:14][CH:15]=2)[NH:10][C:9]1=[O:18])[C:2]1[CH:7]=[CH:6][CH:5]=[CH:4][CH:3]=1.C(C1C(=O)C(Cl)=C(Cl)C(=O)C=1C#N)#N. (6) Given the product [C:43]([CH2:42][C:38]1([N:36]2[CH:37]=[C:33]([C:32]3[C:27]4[CH:26]=[CH:25][NH:24][C:28]=4[N:29]=[CH:30][N:31]=3)[CH:34]=[N:35]2)[CH2:41][N:40]([C:2]2[C:14]([F:15])=[CH:13][C:5]([C:6]([NH:8][CH2:9][CH:10]([F:12])[F:11])=[O:7])=[C:4]([F:16])[CH:3]=2)[CH2:39]1)#[N:44], predict the reactants needed to synthesize it. The reactants are: Cl[C:2]1[C:14]([F:15])=[CH:13][C:5]([C:6]([NH:8][CH2:9][CH:10]([F:12])[F:11])=[O:7])=[C:4]([F:16])[CH:3]=1.Cl.C[Si](C)(C)CCOC[N:24]1[C:28]2[N:29]=[CH:30][N:31]=[C:32]([C:33]3[CH:34]=[N:35][N:36]([C:38]4([CH2:42][C:43]#[N:44])[CH2:41][NH:40][CH2:39]4)[CH:37]=3)[C:27]=2[CH:26]=[CH:25]1.CC1(C)C2C=CC=C(P(C3C=CC=CC=3)C3C=CC=CC=3)C=2OC2C1=CC=CC=2P(C1C=CC=CC=1)C1C=CC=CC=1.C(=O)([O-])[O-].[Cs+].[Cs+].